From a dataset of Reaction yield outcomes from USPTO patents with 853,638 reactions. Predict the reaction yield, written as a fraction of the theoretical maximum amount of product (1.0 means a 100% yield; for example, 0.34 means a 34% yield). (1) The reactants are [CH2:1]([O:8][C:9]1[CH:14]=[CH:13][C:12](B(O)O)=[CH:11][CH:10]=1)[C:2]1[CH:7]=[CH:6][CH:5]=[CH:4][CH:3]=1.[NH2:18][C:19]1[C:28](Br)=[N:27][C:26]([Br:30])=[CH:25][C:20]=1[C:21]([O:23][CH3:24])=[O:22].C(=O)([O-])[O-].[Na+].[Na+]. The catalyst is [Pd].C1(P(C2C=CC=CC=2)C2C=CC=CC=2)C=CC=CC=1.C1(P(C2C=CC=CC=2)C2C=CC=CC=2)C=CC=CC=1.C1(P(C2C=CC=CC=2)C2C=CC=CC=2)C=CC=CC=1.C1(P(C2C=CC=CC=2)C2C=CC=CC=2)C=CC=CC=1. The product is [NH2:18][C:19]1[C:28]([C:12]2[CH:13]=[CH:14][C:9]([O:8][CH2:1][C:2]3[CH:7]=[CH:6][CH:5]=[CH:4][CH:3]=3)=[CH:10][CH:11]=2)=[N:27][C:26]([Br:30])=[CH:25][C:20]=1[C:21]([O:23][CH3:24])=[O:22]. The yield is 0.620. (2) The product is [OH:10][CH2:9][CH:2]1[CH2:3][CH2:4][CH2:5][CH:6]([CH2:7][OH:8])[N:1]1[CH2:12][C:13]#[N:14]. The catalyst is CN(C=O)C. The yield is 0.530. The reactants are [NH:1]1[CH:6]([CH2:7][OH:8])[CH2:5][CH2:4][CH2:3][CH:2]1[CH2:9][OH:10].I[CH2:12][C:13]#[N:14].CCN(CC)CC. (3) The reactants are Cl[C:2]1[CH:7]=[C:6]([O:8][C:9]2[CH:10]=[N:11][C:12]([N+:15]([O-:17])=[O:16])=[CH:13][CH:14]=2)[CH:5]=[CH:4][N:3]=1.C([O-])([O-])=O.[Cs+].[Cs+].[CH3:24][N:25]1[CH2:30][CH2:29][CH:28]([C:31]([NH2:33])=[O:32])[CH2:27][CH2:26]1.O. The catalyst is O1CCOCC1.C1C=CC(/C=C/C(/C=C/C2C=CC=CC=2)=O)=CC=1.C1C=CC(/C=C/C(/C=C/C2C=CC=CC=2)=O)=CC=1.C1C=CC(/C=C/C(/C=C/C2C=CC=CC=2)=O)=CC=1.[Pd].[Pd].CC(C1C=C(C(C)C)C(C2C=CC=CC=2P(C2CCCCC2)C2CCCCC2)=C(C(C)C)C=1)C. The product is [CH3:24][N:25]1[CH2:30][CH2:29][CH:28]([C:31]([NH:33][C:2]2[CH:7]=[C:6]([O:8][C:9]3[CH:10]=[N:11][C:12]([N+:15]([O-:17])=[O:16])=[CH:13][CH:14]=3)[CH:5]=[CH:4][N:3]=2)=[O:32])[CH2:27][CH2:26]1. The yield is 0.560. (4) The reactants are [CH2:1]([N:8]1[CH2:12][C@H:11]([O:13][Si:14]([C:17]([CH3:20])([CH3:19])[CH3:18])([CH3:16])[CH3:15])[C@H:10]([N:21]=[N+]=[N-])[CH2:9]1)[C:2]1[CH:7]=[CH:6][CH:5]=[CH:4][CH:3]=1.C1(P(C2C=CC=CC=2)C2C=CC=CC=2)C=CC=CC=1. The catalyst is C1COCC1.O.CCOCC. The product is [CH2:1]([N:8]1[CH2:12][C@H:11]([O:13][Si:14]([C:17]([CH3:19])([CH3:18])[CH3:20])([CH3:15])[CH3:16])[C@H:10]([NH2:21])[CH2:9]1)[C:2]1[CH:3]=[CH:4][CH:5]=[CH:6][CH:7]=1. The yield is 0.430. (5) The reactants are C(=O)([O-])[O-].[Na+].[Na+].[NH2:7][C:8]1([CH2:12][C:13]([O:15]CC)=[O:14])[CH2:11][O:10][CH2:9]1.Cl[C:19]([O:21][CH2:22][C:23]1[CH:28]=[CH:27][CH:26]=[CH:25][CH:24]=1)=[O:20]. The catalyst is CCCCCCC.C(OCC)(=O)C.COC(C)(C)C.O. The product is [CH2:22]([O:21][C:19]([NH:7][C:8]1([CH2:12][C:13]([OH:15])=[O:14])[CH2:9][O:10][CH2:11]1)=[O:20])[C:23]1[CH:28]=[CH:27][CH:26]=[CH:25][CH:24]=1. The yield is 0.730. (6) The reactants are [OH:1][C:2]1[C:12]([N+:13]([O-])=O)=[CH:11][CH:10]=[CH:9][C:3]=1[C:4]([N:6]([CH3:8])[CH3:7])=[O:5].[H][H]. The catalyst is C(O)C.[Pd]. The product is [NH2:13][C:12]1[C:2]([OH:1])=[C:3]([CH:9]=[CH:10][CH:11]=1)[C:4]([N:6]([CH3:8])[CH3:7])=[O:5]. The yield is 1.00.